This data is from Forward reaction prediction with 1.9M reactions from USPTO patents (1976-2016). The task is: Predict the product of the given reaction. (1) Given the reactants CO[C:3]([C:5]1[S:9][N:8]=[C:7]([O:10][CH2:11][C:12]2[C:13]([C:18]3[CH:23]=[CH:22][C:21]([F:24])=[CH:20][N:19]=3)=[N:14][O:15][C:16]=2[CH3:17])[CH:6]=1)=[O:4].[CH2:25]([CH2:27][NH2:28])[OH:26], predict the reaction product. The product is: [CH:13]([NH2:14])([CH3:18])[CH3:12].[OH:26][CH2:25][CH2:27][NH:28][C:3]([C:5]1[S:9][N:8]=[C:7]([O:10][CH2:11][C:12]2[C:13]([C:18]3[CH:23]=[CH:22][C:21]([F:24])=[CH:20][N:19]=3)=[N:14][O:15][C:16]=2[CH3:17])[CH:6]=1)=[O:4]. (2) Given the reactants [CH:1]1([NH:7][C:8]2[C:12]3([CH2:17][CH2:16][N:15]([CH2:18][C:19]4[CH:20]=[C:21](B(O)O)[CH:22]=[CH:23][CH:24]=4)[CH2:14][CH2:13]3)[N:11]([C:28]3[CH:33]=[CH:32][CH:31]=[C:30]([F:34])[CH:29]=3)[C:10](=[O:35])[N:9]=2)[CH2:6][CH2:5][CH2:4][CH2:3][CH2:2]1.O.Br[C:38]1[CH:39]=[N:40][CH:41]=[CH:42][C:43]=1[CH3:44].C(=O)([O-])[O-].[Na+].[Na+], predict the reaction product. The product is: [CH:1]1([NH:7][C:8]2[C:12]3([CH2:17][CH2:16][N:15]([CH2:18][C:19]4[CH:24]=[CH:23][CH:22]=[C:21]([C:38]5[CH:39]=[N:40][CH:41]=[CH:42][C:43]=5[CH3:44])[CH:20]=4)[CH2:14][CH2:13]3)[N:11]([C:28]3[CH:33]=[CH:32][CH:31]=[C:30]([F:34])[CH:29]=3)[C:10](=[O:35])[N:9]=2)[CH2:6][CH2:5][CH2:4][CH2:3][CH2:2]1. (3) Given the reactants [CH:1]1([NH2:7])[CH2:6][CH2:5][CH2:4][CH2:3][CH2:2]1.C(N(CC)CC)C.[Cl-].ClC1N(C)CC[NH+]1C.[CH3:24][O:25][C:26]1[C:27](=[O:54])[C:28]([CH3:53])=[C:29]([CH2:35][C:36]2[CH:37]=[CH:38][C:39]([O:45][CH2:46][C:47]3[CH:48]=[N:49][CH:50]=[CH:51][CH:52]=3)=[C:40]([CH:44]=2)[C:41](O)=[O:42])[C:30](=[O:34])[C:31]=1[O:32][CH3:33], predict the reaction product. The product is: [CH:1]1([NH:7][C:41](=[O:42])[C:40]2[CH:44]=[C:36]([CH2:35][C:29]3[C:30](=[O:34])[C:31]([O:32][CH3:33])=[C:26]([O:25][CH3:24])[C:27](=[O:54])[C:28]=3[CH3:53])[CH:37]=[CH:38][C:39]=2[O:45][CH2:46][C:47]2[CH:48]=[N:49][CH:50]=[CH:51][CH:52]=2)[CH2:6][CH2:5][CH2:4][CH2:3][CH2:2]1. (4) Given the reactants [NH2:1][C:2]1[CH:7]=[C:6]([Cl:8])[C:5]([Cl:9])=[CH:4][C:3]=1[OH:10].[CH2:11]([O:13][C:14](=[O:17])[CH:15]=O)[CH3:12].CC(O)=O.[BH-](OC(C)=O)(OC(C)=O)OC(C)=O.[Na+], predict the reaction product. The product is: [Cl:9][C:5]1[C:6]([Cl:8])=[CH:7][C:2]([NH:1][CH2:15][C:14]([O:13][CH2:11][CH3:12])=[O:17])=[C:3]([OH:10])[CH:4]=1. (5) Given the reactants [CH3:1][O:2][C:3](=[O:14])[C:4]1[CH:9]=[CH:8][C:7]([N+:10]([O-:12])=[O:11])=[C:6]([OH:13])[CH:5]=1.[CH2:15](O)[C:16]1[CH:21]=[CH:20][CH:19]=[CH:18][CH:17]=1.C1C=CC(P(C2C=CC=CC=2)C2C=CC=CC=2)=CC=1.CC(OC(/N=N/C(OC(C)C)=O)=O)C.CC[NH+](CC)CC.CC[NH+](CC)CC.C([O-])([O-])=O, predict the reaction product. The product is: [CH3:1][O:2][C:3](=[O:14])[C:4]1[CH:9]=[CH:8][C:7]([N+:10]([O-:12])=[O:11])=[C:6]([O:13][CH2:15][C:16]2[CH:21]=[CH:20][CH:19]=[CH:18][CH:17]=2)[CH:5]=1. (6) Given the reactants Cl.[NH2:2][CH2:3][C:4]1[CH:12]=[CH:11][C:7]([C:8]([OH:10])=[O:9])=[C:6]([F:13])[CH:5]=1.S(=O)(=O)(O)O.[CH3:19]O, predict the reaction product. The product is: [NH2:2][CH2:3][C:4]1[CH:12]=[CH:11][C:7]([C:8]([O:10][CH3:19])=[O:9])=[C:6]([F:13])[CH:5]=1. (7) The product is: [OH:35][C@H:36]1[CH2:40][CH2:39][N:38]([CH2:32][CH2:33][N:20]2[C:19](=[O:24])/[C:18](=[CH:17]/[C:13]3[CH:12]=[C:11]4[C:16](=[CH:15][CH:14]=3)[N:8]([CH2:7][C:6]3[CH:25]=[CH:26][C:3]([O:2][CH3:1])=[CH:4][C:5]=3[C:27]([F:30])([F:29])[F:28])[N:9]=[CH:10]4)/[S:22][C:21]2=[O:23])[CH2:37]1. Given the reactants [CH3:1][O:2][C:3]1[CH:26]=[CH:25][C:6]([CH2:7][N:8]2[C:16]3[C:11](=[CH:12][C:13](/[CH:17]=[C:18]4/[C:19](=[O:24])[NH:20][C:21](=[O:23])[S:22]/4)=[CH:14][CH:15]=3)[CH:10]=[N:9]2)=[C:5]([C:27]([F:30])([F:29])[F:28])[CH:4]=1.Br[CH2:32][CH2:33]Cl.[OH:35][C@H:36]1[CH2:40][CH2:39][NH:38][CH2:37]1, predict the reaction product. (8) Given the reactants [CH3:1][C:2]1[N:7]=[C:6]([C:8]2[CH:13]=[CH:12][CH:11]=[C:10]([C:14]3[CH:15]=[C:16]([NH2:20])[CH:17]=[CH:18][CH:19]=3)[N:9]=2)[CH:5]=[C:4]([C:21]2[CH:26]=[CH:25][C:24]([C:27]([F:30])([F:29])[F:28])=[CH:23][CH:22]=2)[CH:3]=1.[CH3:31][S:32](Cl)(=[O:34])=[O:33], predict the reaction product. The product is: [CH3:1][C:2]1[N:7]=[C:6]([C:8]2[CH:13]=[CH:12][CH:11]=[C:10]([C:14]3[CH:15]=[C:16]([NH:20][S:32]([CH3:31])(=[O:34])=[O:33])[CH:17]=[CH:18][CH:19]=3)[N:9]=2)[CH:5]=[C:4]([C:21]2[CH:26]=[CH:25][C:24]([C:27]([F:28])([F:30])[F:29])=[CH:23][CH:22]=2)[CH:3]=1. (9) Given the reactants [C:1]1([C:58]2[CH:63]=[CH:62][CH:61]=[CH:60][CH:59]=2)[CH:6]=[CH:5][C:4]([N:7]([C:43]2[CH:55]=[CH:54][C:53]3[C:52]4[C:47](=[CH:48][CH:49]=[CH:50][CH:51]=4)[C:46]([CH3:57])([CH3:56])[C:45]=3[CH:44]=2)[C:8]2[CH:13]=[CH:12][C:11]([C:14]3[CH:15]=[C:16]4[C:24](=[CH:25][CH:26]=3)[N:23](C(OC(C)(C)C)=O)[C:22]3[CH:21]=[C:20]5[C:34]([CH3:42])([CH3:41])[C:35]6[C:40]([C:19]5=[CH:18][C:17]4=3)=[CH:39][CH:38]=[CH:37][CH:36]=6)=[CH:10][CH:9]=2)=[CH:3][CH:2]=1.C1(OC)C=CC=CC=1.FC(F)(F)C(O)=O.[OH-].[Na+], predict the reaction product. The product is: [C:1]1([C:58]2[CH:59]=[CH:60][CH:61]=[CH:62][CH:63]=2)[CH:2]=[CH:3][C:4]([N:7]([C:8]2[CH:9]=[CH:10][C:11]([C:14]3[CH:15]=[C:16]4[C:24](=[CH:25][CH:26]=3)[NH:23][C:22]3[CH:21]=[C:20]5[C:34]([CH3:41])([CH3:42])[C:35]6[C:40]([C:19]5=[CH:18][C:17]4=3)=[CH:39][CH:38]=[CH:37][CH:36]=6)=[CH:12][CH:13]=2)[C:43]2[CH:55]=[CH:54][C:53]3[C:52]4[C:47](=[CH:48][CH:49]=[CH:50][CH:51]=4)[C:46]([CH3:56])([CH3:57])[C:45]=3[CH:44]=2)=[CH:5][CH:6]=1. (10) Given the reactants C(Cl)CCl.[CH:5]1[CH:6]=C[C:8]2N(O)[N:12]=[N:11][C:9]=2[CH:10]=1.[OH:15][N:16]=[C:17]([C:19]1[CH:24]=[CH:23][C:22]([O:25][C:26]([F:29])([F:28])[F:27])=[CH:21][CH:20]=1)[NH2:18].CC1NN=C(C(O)=O)C=1, predict the reaction product. The product is: [CH3:8][C:9]1[NH:11][N:12]=[C:5]([C:6]2[O:15][N:16]=[C:17]([C:19]3[CH:24]=[CH:23][C:22]([O:25][C:26]([F:28])([F:27])[F:29])=[CH:21][CH:20]=3)[N:18]=2)[CH:10]=1.